From a dataset of Full USPTO retrosynthesis dataset with 1.9M reactions from patents (1976-2016). Predict the reactants needed to synthesize the given product. Given the product [N+:1]([C:4]1[C:5]2[O:11][CH2:20][CH2:19][O:10][C:6]=2[CH:7]=[CH:8][CH:9]=1)([O-:3])=[O:2], predict the reactants needed to synthesize it. The reactants are: [N+:1]([C:4]1[CH:9]=[CH:8][CH:7]=[C:6]([OH:10])[C:5]=1[OH:11])([O-:3])=[O:2].C(=O)([O-])[O-].[K+].[K+].Br[CH2:19][CH2:20]Br.O.